From a dataset of Full USPTO retrosynthesis dataset with 1.9M reactions from patents (1976-2016). Predict the reactants needed to synthesize the given product. (1) Given the product [C:15]([C:14]1[CH:17]=[CH:18][CH:19]=[C:20]([CH2:21][OH:22])[C:13]=1[CH2:12][N:9]1[C:10]2[C:6](=[CH:5][CH:4]=[C:3]([C:2]([F:29])([F:1])[C:24]3[N-:25][N:26]=[N:27][N:28]=3)[CH:11]=2)[C:7]([CH3:23])=[N:8]1)#[N:16].[K+:31], predict the reactants needed to synthesize it. The reactants are: [F:1][C:2]([F:29])([C:24]1[NH:28][N:27]=[N:26][N:25]=1)[C:3]1[CH:11]=[C:10]2[C:6]([C:7]([CH3:23])=[N:8][N:9]2[CH2:12][C:13]2[C:20]([CH2:21][OH:22])=[CH:19][CH:18]=[CH:17][C:14]=2[C:15]#[N:16])=[CH:5][CH:4]=1.[OH-].[K+:31]. (2) Given the product [CH3:1][O:2][C:3]1[CH:4]=[C:5]([C:11]#[C:12][C:13]2[C:21]3[C:20]([NH2:22])=[N:19][CH:18]=[N:17][C:16]=3[NH:15][CH:14]=2)[CH:6]=[C:7]([O:9][CH3:10])[CH:8]=1, predict the reactants needed to synthesize it. The reactants are: [CH3:1][O:2][C:3]1[CH:4]=[C:5]([C:11]#[C:12][C:13]2[C:21]3[C:20]([NH2:22])=[N:19][CH:18]=[N:17][C:16]=3[N:15](COCC[Si](C)(C)C)[CH:14]=2)[CH:6]=[C:7]([O:9][CH3:10])[CH:8]=1.C(O)(C(F)(F)F)=O. (3) The reactants are: Br[CH2:2][C:3]1[CH:8]=[C:7]([Cl:9])[CH:6]=[C:5]([Cl:10])[C:4]=1[I:11].[C:12]([O-:15])(=[O:14])[CH3:13].[Na+]. Given the product [C:12]([O:15][CH2:2][C:3]1[CH:8]=[C:7]([Cl:9])[CH:6]=[C:5]([Cl:10])[C:4]=1[I:11])(=[O:14])[CH3:13], predict the reactants needed to synthesize it.